From a dataset of Forward reaction prediction with 1.9M reactions from USPTO patents (1976-2016). Predict the product of the given reaction. (1) The product is: [ClH:40].[CH3:1][C:2]1[CH:3]=[C:4]([O:26][S:37]([C:31]2[C:32]([F:36])=[CH:33][CH:34]=[CH:35][C:30]=2[F:29])(=[O:39])=[O:38])[CH:5]=[C:6]2[C:10]=1[N:9]([CH2:11][CH2:12][C:13]1[CH:18]=[CH:17][CH:16]=[CH:15][CH:14]=1)[CH:8]=[C:7]2[CH:19]1[CH2:20][CH2:21][N:22]([CH3:25])[CH2:23][CH2:24]1. Given the reactants [CH3:1][C:2]1[CH:3]=[C:4]([OH:26])[CH:5]=[C:6]2[C:10]=1[N:9]([CH2:11][CH2:12][C:13]1[CH:18]=[CH:17][CH:16]=[CH:15][CH:14]=1)[CH:8]=[C:7]2[CH:19]1[CH2:24][CH2:23][N:22]([CH3:25])[CH2:21][CH2:20]1.[H-].[Na+].[F:29][C:30]1[CH:35]=[CH:34][CH:33]=[C:32]([F:36])[C:31]=1[S:37]([Cl:40])(=[O:39])=[O:38], predict the reaction product. (2) Given the reactants [OH:1][CH2:2][C@@H:3]([NH:5][C:6](=[O:12])[O:7][C:8]([CH3:11])([CH3:10])[CH3:9])[CH3:4].O[N:14]1[C:18](=[O:19])[C:17]2=[CH:20][CH:21]=[CH:22][CH:23]=[C:16]2[C:15]1=[O:24].C1(P(C2C=CC=CC=2)C2C=CC=CC=2)C=CC=CC=1.CC(OC(/N=N/C(OC(C)C)=O)=O)C, predict the reaction product. The product is: [O:24]=[C:15]1[C:16]2[C:17](=[CH:20][CH:21]=[CH:22][CH:23]=2)[C:18](=[O:19])[N:14]1[O:1][CH2:2][C@@H:3]([NH:5][C:6](=[O:12])[O:7][C:8]([CH3:11])([CH3:10])[CH3:9])[CH3:4]. (3) Given the reactants Br[C:2]1[C:10]([O:11][CH3:12])=[C:9]2[C:5]([CH:6]=[CH:7][NH:8]2)=[CH:4][CH:3]=1.[CH2:13]([O:15][C:16](=[O:36])[CH:17]=[C:18](C1C(OC)=CC=C2C=1C=CN2)[C:19]1[CH:24]=[CH:23][CH:22]=[CH:21][CH:20]=1)[CH3:14], predict the reaction product. The product is: [CH2:13]([O:15][C:16](=[O:36])[CH:17]=[C:18]([C:2]1[C:10]([O:11][CH3:12])=[C:9]2[C:5]([CH:6]=[CH:7][NH:8]2)=[CH:4][CH:3]=1)[C:19]1[CH:24]=[CH:23][CH:22]=[CH:21][CH:20]=1)[CH3:14]. (4) Given the reactants Cl[C:2]1[CH:3]=[CH:4][C:5]2[N:6]([C:8]([C:11]([C:14]3[CH:15]=[C:16]4[C:21](=[CH:22][C:23]=3[F:24])[N:20]=[CH:19][CH:18]=[CH:17]4)([OH:13])[CH3:12])=[CH:9][N:10]=2)[N:7]=1.O1CCCCC1[O:31][CH2:32][CH2:33][N:34]1[CH:38]=[C:37](B2OC(C)(C)C(C)(C)O2)[CH:36]=[N:35]1.C([O-])([O-])=O.[K+].[K+].C([O-])([O-])=O.[Na+].[Na+].Cl, predict the reaction product. The product is: [F:24][C:23]1[CH:22]=[C:21]2[C:16]([CH:17]=[CH:18][CH:19]=[N:20]2)=[CH:15][C:14]=1[C:11]([C:8]1[N:6]2[N:7]=[C:2]([C:37]3[CH:36]=[N:35][N:34]([CH2:33][CH2:32][OH:31])[CH:38]=3)[CH:3]=[CH:4][C:5]2=[N:10][CH:9]=1)([OH:13])[CH3:12]. (5) The product is: [CH3:12][C:8]1[C:9]([CH3:11])=[CH:10][C:4]2[O:3][C:2]([N:25]3[CH2:26][CH2:27][CH2:28][CH2:29][C@H:24]3[C:22]([O:21][CH2:14][C:15]3[CH:20]=[CH:19][CH:18]=[CH:17][CH:16]=3)=[O:23])=[N:6][C:5]=2[CH:7]=1. Given the reactants Cl[C:2]1[O:3][C:4]2[CH:10]=[C:9]([CH3:11])[C:8]([CH3:12])=[CH:7][C:5]=2[N:6]=1.[Cl-].[CH2:14]([O:21][C:22]([C@@H:24]1[CH2:29][CH2:28][CH2:27][CH2:26][NH2+:25]1)=[O:23])[C:15]1[CH:20]=[CH:19][CH:18]=[CH:17][CH:16]=1, predict the reaction product.